This data is from NCI-60 drug combinations with 297,098 pairs across 59 cell lines. The task is: Regression. Given two drug SMILES strings and cell line genomic features, predict the synergy score measuring deviation from expected non-interaction effect. (1) Drug 1: COC1=C(C=C2C(=C1)N=CN=C2NC3=CC(=C(C=C3)F)Cl)OCCCN4CCOCC4. Drug 2: CC1=C2C(C(=O)C3(C(CC4C(C3C(C(C2(C)C)(CC1OC(=O)C(C(C5=CC=CC=C5)NC(=O)C6=CC=CC=C6)O)O)OC(=O)C7=CC=CC=C7)(CO4)OC(=O)C)O)C)OC(=O)C. Cell line: U251. Synergy scores: CSS=37.7, Synergy_ZIP=1.83, Synergy_Bliss=4.56, Synergy_Loewe=5.29, Synergy_HSA=6.95. (2) Drug 1: CC1=C2C(C(=O)C3(C(CC4C(C3C(C(C2(C)C)(CC1OC(=O)C(C(C5=CC=CC=C5)NC(=O)OC(C)(C)C)O)O)OC(=O)C6=CC=CC=C6)(CO4)OC(=O)C)O)C)O. Drug 2: CC1C(C(CC(O1)OC2CC(OC(C2O)C)OC3=CC4=CC5=C(C(=O)C(C(C5)C(C(=O)C(C(C)O)O)OC)OC6CC(C(C(O6)C)O)OC7CC(C(C(O7)C)O)OC8CC(C(C(O8)C)O)(C)O)C(=C4C(=C3C)O)O)O)O. Cell line: K-562. Synergy scores: CSS=39.3, Synergy_ZIP=12.0, Synergy_Bliss=11.9, Synergy_Loewe=-0.691, Synergy_HSA=7.51. (3) Drug 1: CN1CCC(CC1)COC2=C(C=C3C(=C2)N=CN=C3NC4=C(C=C(C=C4)Br)F)OC. Drug 2: COC1=C(C=C2C(=C1)N=CN=C2NC3=CC(=C(C=C3)F)Cl)OCCCN4CCOCC4. Cell line: OVCAR-8. Synergy scores: CSS=38.9, Synergy_ZIP=-3.01, Synergy_Bliss=9.35, Synergy_Loewe=9.38, Synergy_HSA=11.3. (4) Drug 1: C1=CC(=CC=C1CCCC(=O)O)N(CCCl)CCCl. Drug 2: CC1CCC2CC(C(=CC=CC=CC(CC(C(=O)C(C(C(=CC(C(=O)CC(OC(=O)C3CCCCN3C(=O)C(=O)C1(O2)O)C(C)CC4CCC(C(C4)OC)OCCO)C)C)O)OC)C)C)C)OC. Cell line: SNB-19. Synergy scores: CSS=43.4, Synergy_ZIP=2.68, Synergy_Bliss=2.27, Synergy_Loewe=5.93, Synergy_HSA=7.55. (5) Drug 1: CC12CCC(CC1=CCC3C2CCC4(C3CC=C4C5=CN=CC=C5)C)O. Cell line: NCI-H322M. Synergy scores: CSS=-9.48, Synergy_ZIP=1.35, Synergy_Bliss=-4.75, Synergy_Loewe=-9.31, Synergy_HSA=-7.84. Drug 2: CN(C)N=NC1=C(NC=N1)C(=O)N. (6) Drug 1: CN(C)N=NC1=C(NC=N1)C(=O)N. Drug 2: CC12CCC3C(C1CCC2O)C(CC4=C3C=CC(=C4)O)CCCCCCCCCS(=O)CCCC(C(F)(F)F)(F)F. Cell line: HT29. Synergy scores: CSS=-0.261, Synergy_ZIP=-3.08, Synergy_Bliss=-6.56, Synergy_Loewe=-16.8, Synergy_HSA=-6.54.